Dataset: Forward reaction prediction with 1.9M reactions from USPTO patents (1976-2016). Task: Predict the product of the given reaction. (1) Given the reactants CC(C)([O-])C.[K+].[CH2:7]([C:9]1[CH:14]=[C:13]([CH3:15])[CH:12]=[C:11]([CH2:16][CH3:17])[C:10]=1[CH2:18][C:19]([N:21]([CH2:42][C:43]1[CH:48]=[CH:47][CH:46]=[CH:45][CH:44]=1)[N:22]=[C:23]([S:29][CH2:30][CH2:31][CH2:32][CH2:33][CH2:34][CH2:35][CH2:36][CH2:37][CH2:38][CH2:39][CH2:40][CH3:41])[C:24]([O:26]CC)=O)=[O:20])[CH3:8].Cl, predict the reaction product. The product is: [CH2:7]([C:9]1[CH:14]=[C:13]([CH3:15])[CH:12]=[C:11]([CH2:16][CH3:17])[C:10]=1[C:18]1[C:19](=[O:20])[N:21]([CH2:42][C:43]2[CH:44]=[CH:45][CH:46]=[CH:47][CH:48]=2)[N:22]=[C:23]([S:29][CH2:30][CH2:31][CH2:32][CH2:33][CH2:34][CH2:35][CH2:36][CH2:37][CH2:38][CH2:39][CH2:40][CH3:41])[C:24]=1[OH:26])[CH3:8]. (2) Given the reactants [CH3:1][O:2][C:3](=[O:20])[CH2:4][C:5]1[CH:10]=[CH:9][CH:8]=[C:7]([NH:11][C:12]([C:14]2[O:15][C:16](Br)=[CH:17][CH:18]=2)=[O:13])[CH:6]=1.[Cl:21][C:22]1[CH:23]=[C:24](B(O)O)[CH:25]=[C:26]([Cl:28])[CH:27]=1, predict the reaction product. The product is: [CH3:1][O:2][C:3](=[O:20])[CH2:4][C:5]1[CH:10]=[CH:9][CH:8]=[C:7]([NH:11][C:12]([C:14]2[O:15][C:16]([C:24]3[CH:23]=[C:22]([Cl:21])[CH:27]=[C:26]([Cl:28])[CH:25]=3)=[CH:17][CH:18]=2)=[O:13])[CH:6]=1. (3) Given the reactants ClCCl.[NH2:4][C:5]1[CH:10]=[CH:9][C:8]([C:11]2[NH:15][C:14]([CH:16]3[N:24]4[C:19](=[CH:20][C:21]([C:26]5[CH:31]=[C:30]([Cl:32])[CH:29]=[CH:28][C:27]=5[N:33]5[CH:37]=[N:36][N:35]=[N:34]5)=[CH:22][C:23]4=[O:25])[CH2:18][CH2:17]3)=[N:13][CH:12]=2)=[CH:7][CH:6]=1.[CH3:38][N:39]([CH3:43])[C:40](Cl)=[O:41], predict the reaction product. The product is: [Cl:32][C:30]1[CH:29]=[CH:28][C:27]([N:33]2[CH:37]=[N:36][N:35]=[N:34]2)=[C:26]([C:21]2[CH:20]=[C:19]3[N:24]([CH:16]([C:14]4[NH:15][C:11]([C:8]5[CH:7]=[CH:6][C:5]([NH:4][C:40](=[O:41])[N:39]([CH3:43])[CH3:38])=[CH:10][CH:9]=5)=[CH:12][N:13]=4)[CH2:17][CH2:18]3)[C:23](=[O:25])[CH:22]=2)[CH:31]=1. (4) Given the reactants [Cl:1][C:2]1[CH:3]=[C:4]([CH:12]([CH2:24][CH:25]2[CH2:29][CH2:28][CH2:27][CH2:26]2)[C:13]([NH:15][C:16]2[CH:21]=[N:20][C:19]([CH:22]=[O:23])=[CH:18][N:17]=2)=[O:14])[CH:5]=[CH:6][C:7]=1[S:8]([CH3:11])(=[O:10])=[O:9].[CH3:30][Mg]Cl, predict the reaction product. The product is: [Cl:1][C:2]1[CH:3]=[C:4]([CH:12]([CH2:24][CH:25]2[CH2:26][CH2:27][CH2:28][CH2:29]2)[C:13]([NH:15][C:16]2[CH:21]=[N:20][C:19]([CH:22]([OH:23])[CH3:30])=[CH:18][N:17]=2)=[O:14])[CH:5]=[CH:6][C:7]=1[S:8]([CH3:11])(=[O:9])=[O:10].